This data is from Reaction yield outcomes from USPTO patents with 853,638 reactions. The task is: Predict the reaction yield, written as a fraction of the theoretical maximum amount of product (1.0 means a 100% yield; for example, 0.34 means a 34% yield). The reactants are [CH2:1]([C:4]1[C:13]2[O:12][CH2:11][C:10]3=[C:14](C(O)=O)[N:15]=[CH:16][N:9]3[C:8]=2[CH:7]=[CH:6][CH:5]=1)[CH:2]=[CH2:3]. The catalyst is ClC1C=CC=CC=1Cl. The product is [CH2:1]([C:4]1[C:13]2[O:12][CH2:11][C:10]3=[CH:14][N:15]=[CH:16][N:9]3[C:8]=2[CH:7]=[CH:6][CH:5]=1)[CH:2]=[CH2:3]. The yield is 1.00.